This data is from Full USPTO retrosynthesis dataset with 1.9M reactions from patents (1976-2016). The task is: Predict the reactants needed to synthesize the given product. Given the product [OH:30][CH2:29][CH2:28][C:26]1[N:27]=[C:22]([NH:21][S:18]([N:9]2[CH2:10][CH2:11][C:12]3[CH:17]=[CH:16][CH:15]=[CH:14][C:13]=3[CH2:7][CH2:8]2)(=[O:20])=[O:19])[CH:23]=[CH:24][CH:25]=1, predict the reactants needed to synthesize it. The reactants are: [H-].[Al+3].[Li+].[H-].[H-].[H-].[CH2:7]1[C:13]2[CH:14]=[CH:15][CH:16]=[CH:17][C:12]=2[CH2:11][CH2:10][N:9]([S:18]([NH:21][C:22]2[N:27]=[C:26]([CH2:28][C:29](OCC)=[O:30])[CH:25]=[CH:24][CH:23]=2)(=[O:20])=[O:19])[CH2:8]1.